From a dataset of Forward reaction prediction with 1.9M reactions from USPTO patents (1976-2016). Predict the product of the given reaction. (1) The product is: [CH:1]1([N:6]2[CH2:12][C:11]([CH3:13])([CH3:14])[C:10](=[O:15])[N:9]([CH3:16])[C:8]3[CH:17]=[N:18][C:19]([NH:21][C:22]4[CH:34]=[CH:33][C:25]([C:26]([NH:28][CH:29]5[CH2:32][N:31]([CH3:39])[CH2:30]5)=[O:27])=[CH:24][C:23]=4[O:35][CH3:36])=[N:20][C:7]2=3)[CH2:2][CH2:3][CH2:4][CH2:5]1. Given the reactants [CH:1]1([N:6]2[CH2:12][C:11]([CH3:14])([CH3:13])[C:10](=[O:15])[N:9]([CH3:16])[C:8]3[CH:17]=[N:18][C:19]([NH:21][C:22]4[CH:34]=[CH:33][C:25]([C:26]([NH:28][CH:29]5[CH2:32][NH:31][CH2:30]5)=[O:27])=[CH:24][C:23]=4[O:35][CH3:36])=[N:20][C:7]2=3)[CH2:5][CH2:4][CH2:3][CH2:2]1.C=O.[C:39]([BH3-])#N.[Na+].C([O-])(O)=O.[Na+], predict the reaction product. (2) Given the reactants C1(N[N:8]=[C:9]2[C:14](=O)[CH2:13][CH2:12][CH2:11][CH2:10]2)C=CC=CC=1.[CH2:16](O)[CH2:17][O:18][CH2:19][CH2:20][OH:21].O.[C:24]1(C)[CH:29]=CC(S(O)(=O)=O)=[CH:26][CH:25]=1, predict the reaction product. The product is: [O:21]1[CH2:20][CH2:19][O:18][C:17]21[CH2:16][CH2:26][C:25]1[C:14]3[C:9](=[CH:10][CH:11]=[CH:12][CH:13]=3)[NH:8][C:24]=1[CH2:29]2. (3) Given the reactants [Br:1][CH:2]([CH2:10][C:11]1[CH:16]=[CH:15][C:14]([I:17])=[CH:13][CH:12]=1)[C:3](=O)[C:4]([O:6][CH2:7][CH3:8])=[O:5].[NH2:18][C:19]([NH2:21])=[S:20], predict the reaction product. The product is: [BrH:1].[NH2:21][C:19]1[S:20][C:2]([CH2:10][C:11]2[CH:16]=[CH:15][C:14]([I:17])=[CH:13][CH:12]=2)=[C:3]([C:4]([O:6][CH2:7][CH3:8])=[O:5])[N:18]=1. (4) Given the reactants [Cl:1][C:2]1[C:3]([F:46])=[C:4]([C@@H:8]2[C@:12]([C:15]3[CH:20]=[CH:19][C:18]([Cl:21])=[CH:17][C:16]=3[F:22])([C:13]#[N:14])[C@H:11]([CH2:23][C:24]([CH3:27])([CH3:26])[CH3:25])[NH:10][C@H:9]2[C:28]([NH:30][C:31]2[CH:45]=[CH:44][C:34]([CH2:35][NH:36]C(=O)OC(C)(C)C)=[CH:33][CH:32]=2)=[O:29])[CH:5]=[CH:6][CH:7]=1.FC(F)(F)C(O)=O, predict the reaction product. The product is: [NH2:36][CH2:35][C:34]1[CH:44]=[CH:45][C:31]([NH:30][C:28]([CH:9]2[CH:8]([C:4]3[CH:5]=[CH:6][CH:7]=[C:2]([Cl:1])[C:3]=3[F:46])[C:12]([C:15]3[CH:20]=[CH:19][C:18]([Cl:21])=[CH:17][C:16]=3[F:22])([C:13]#[N:14])[CH:11]([CH2:23][C:24]([CH3:27])([CH3:26])[CH3:25])[NH:10]2)=[O:29])=[CH:32][CH:33]=1. (5) Given the reactants Cl[C:2]1[N:10]=[CH:9][N:8]=[C:7]2[C:3]=1[N:4]=[CH:5][N:6]2[CH:11]1[CH2:16][CH2:15][CH2:14][CH2:13][O:12]1.ClC1N=CN=C2C=1NC=N2.[OH:27][C:28]1[CH:35]=[CH:34][CH:33]=[CH:32][C:29]=1[CH2:30][NH2:31].C(N(CC)CC)C, predict the reaction product. The product is: [OH:27][C:28]1[CH:35]=[CH:34][CH:33]=[CH:32][C:29]=1[CH2:30][NH:31][C:2]1[N:10]=[CH:9][N:8]=[C:7]2[C:3]=1[N:4]=[CH:5][N:6]2[CH:11]1[CH2:16][CH2:15][CH2:14][CH2:13][O:12]1. (6) Given the reactants CC([CH:5]1[CH2:10][N:9]([C:11]2[CH:20]=[CH:19][CH:18]=[C:17]3[C:12]=2[CH:13]=[CH:14][C:15]([C:21]([F:24])([F:23])[F:22])=[N:16]3)[CH2:8][CH2:7][N:6]1C([O-])=O)(C)C, predict the reaction product. The product is: [N:9]1([C:11]2[CH:20]=[CH:19][CH:18]=[C:17]3[C:12]=2[CH:13]=[CH:14][C:15]([C:21]([F:24])([F:22])[F:23])=[N:16]3)[CH2:10][CH2:5][NH:6][CH2:7][CH2:8]1. (7) Given the reactants [CH3:1][C:2]([O:5][C:6]([N:8]1[CH2:13][CH2:12][CH:11]([C:14](=[O:22])[C:15]2[CH:20]=[CH:19][C:18]([F:21])=[CH:17][CH:16]=2)[CH2:10][CH2:9]1)=[O:7])([CH3:4])[CH3:3].[H-].[Na+].I[CH3:26], predict the reaction product. The product is: [CH3:4][C:2]([O:5][C:6]([N:8]1[CH2:13][CH2:12][C:11]([C:14](=[O:22])[C:15]2[CH:20]=[CH:19][C:18]([F:21])=[CH:17][CH:16]=2)([CH3:26])[CH2:10][CH2:9]1)=[O:7])([CH3:1])[CH3:3].